This data is from Reaction yield outcomes from USPTO patents with 853,638 reactions. The task is: Predict the reaction yield, written as a fraction of the theoretical maximum amount of product (1.0 means a 100% yield; for example, 0.34 means a 34% yield). (1) The reactants are [OH:1][C:2]([C:17]([F:20])([F:19])[F:18])([CH2:5][C:6]([C:9]1[CH:14]=[CH:13][CH:12]=[CH:11][C:10]=1[O:15][CH3:16])([CH3:8])[CH3:7])[CH:3]=O.[C:21]1([NH2:31])[C:30]2[C:25](=[CH:26][CH:27]=[CH:28][CH:29]=2)[CH:24]=[CH:23][CH:22]=1. The catalyst is C1(C)C=CC=CC=1.CC([O-])C.CC([O-])C.CC([O-])C.CC([O-])C.[Ti+4]. The product is [F:20][C:17]([F:18])([F:19])[C:2]([CH:3]=[N:31][C:21]1[C:30]2[C:25](=[CH:26][CH:27]=[CH:28][CH:29]=2)[CH:24]=[CH:23][CH:22]=1)([OH:1])[CH2:5][C:6]([C:9]1[CH:14]=[CH:13][CH:12]=[CH:11][C:10]=1[O:15][CH3:16])([CH3:7])[CH3:8]. The yield is 0.777. (2) The product is [CH3:17][N:3]1[C:11]2[CH:10]=[CH:9][CH:8]=[C:7]([C:12]([O:14][CH3:15])=[O:13])[C:6]=2[CH:5]=[CH:4]1. The yield is 0.900. The reactants are [H-].[Na+].[NH:3]1[C:11]2[CH:10]=[CH:9][CH:8]=[C:7]([C:12]([O:14][CH3:15])=[O:13])[C:6]=2[CH:5]=[CH:4]1.I[CH3:17]. The catalyst is CN(C=O)C. (3) The product is [F:18][C:19]1[C:25]([N+:26]([O-:28])=[O:27])=[CH:24][C:22]([NH:23][C:2]2[N:7]=[C:6]([C:8]3[C:16]4[C:11](=[CH:12][CH:13]=[CH:14][CH:15]=4)[N:10]([CH3:17])[CH:9]=3)[CH:5]=[CH:4][N:3]=2)=[C:21]([O:29][CH3:30])[CH:20]=1. The yield is 0.850. The reactants are Cl[C:2]1[N:7]=[C:6]([C:8]2[C:16]3[C:11](=[CH:12][CH:13]=[CH:14][CH:15]=3)[N:10]([CH3:17])[CH:9]=2)[CH:5]=[CH:4][N:3]=1.[F:18][C:19]1[C:25]([N+:26]([O-:28])=[O:27])=[CH:24][C:22]([NH2:23])=[C:21]([O:29][CH3:30])[CH:20]=1.O.C1(C)C=CC(S(O)(=O)=O)=CC=1.N.O. The catalyst is O1CCOCC1. (4) The reactants are Br[C:2]1[CH:3]=[N:4][C:5]([CH2:8][CH2:9][CH2:10][CH2:11][CH2:12][CH3:13])=[CH:6][CH:7]=1.[NH2:14][C:15]1[CH:16]=[N:17][C:18]([CH2:21][CH2:22][CH2:23][CH2:24][CH2:25][CH3:26])=[CH:19][CH:20]=1. No catalyst specified. The product is [CH2:8]([C:5]1[N:4]=[CH:3][C:2]([NH:14][C:15]2[CH:16]=[N:17][C:18]([CH2:21][CH2:22][CH2:23][CH2:24][CH2:25][CH3:26])=[CH:19][CH:20]=2)=[CH:7][CH:6]=1)[CH2:9][CH2:10][CH2:11][CH2:12][CH3:13]. The yield is 0.660. (5) The reactants are [CH:1]1([NH:7][CH:8]2[CH2:13][CH2:12][CH2:11][CH2:10][CH2:9]2)[CH2:6][CH2:5][CH2:4][CH2:3][CH2:2]1.[Cl:14][CH:15]1[C:17](Cl)(Cl)[C:16]1(Cl)Cl. The catalyst is C(Cl)Cl. The product is [Cl-:14].[CH:8]1([N:7]([CH:1]2[CH2:2][CH2:3][CH2:4][CH2:5][CH2:6]2)[C:16]2[CH2+:15]([Cl:14])[C:17]=2[N:7]([CH:8]2[CH2:9][CH2:10][CH2:11][CH2:12][CH2:13]2)[CH:1]2[CH2:6][CH2:5][CH2:4][CH2:3][CH2:2]2)[CH2:9][CH2:10][CH2:11][CH2:12][CH2:13]1. The yield is 0.920.